Dataset: Forward reaction prediction with 1.9M reactions from USPTO patents (1976-2016). Task: Predict the product of the given reaction. (1) The product is: [Cl:1][C:2]1[CH:8]=[C:7]([O:9][C:10]2[C:19]3[C:14](=[CH:15][C:16]([O:22][CH3:23])=[C:17]([O:20][CH3:21])[CH:18]=3)[N:13]=[CH:12][N:11]=2)[CH:6]=[CH:5][C:3]=1[NH:4][C:42](=[O:48])[O:41][CH2:39][C:55]1[CH:58]=[CH:59][C:52]([C:51]([F:61])([F:60])[F:50])=[CH:53][CH:54]=1. Given the reactants [Cl:1][C:2]1[CH:8]=[C:7]([O:9][C:10]2[C:19]3[C:14](=[CH:15][C:16]([O:22][CH3:23])=[C:17]([O:20][CH3:21])[CH:18]=3)[N:13]=[CH:12][N:11]=2)[CH:6]=[CH:5][C:3]=1[NH2:4].C1(C)C=CC=CC=1.C(N(CC)CC)C.Cl[C:39](Cl)([O:41][C:42](=[O:48])OC(Cl)(Cl)Cl)Cl.[F:50][C:51]([F:61])([F:60])[C:52]1[CH:59]=[CH:58][C:55](CO)=[CH:54][CH:53]=1, predict the reaction product. (2) Given the reactants [CH3:1][O:2][C:3]1[CH:4]=[CH:5][C:6]2[C:10]([C:11](Cl)=[O:12])=[C:9]([CH3:14])[S:8][C:7]=2[CH:15]=1.[CH3:16][NH2:17], predict the reaction product. The product is: [CH3:16][NH:17][C:11]([C:10]1[C:6]2[CH:5]=[CH:4][C:3]([O:2][CH3:1])=[CH:15][C:7]=2[S:8][C:9]=1[CH3:14])=[O:12].